From a dataset of Forward reaction prediction with 1.9M reactions from USPTO patents (1976-2016). Predict the product of the given reaction. Given the reactants [OH:1][C@H:2]([CH2:7][CH2:8][CH2:9][C:10]1[CH:15]=[CH:14][C:13]([O:16][CH2:17][C:18]2[N:19]=[C:20]([C:24]3[CH:29]=[CH:28][CH:27]=[CH:26][CH:25]=3)[S:21][C:22]=2[CH3:23])=[CH:12][CH:11]=1)[C:3]([O:5]C)=[O:4].[OH-].[Na+].O.Cl, predict the reaction product. The product is: [OH:1][C@H:2]([CH2:7][CH2:8][CH2:9][C:10]1[CH:11]=[CH:12][C:13]([O:16][CH2:17][C:18]2[N:19]=[C:20]([C:24]3[CH:25]=[CH:26][CH:27]=[CH:28][CH:29]=3)[S:21][C:22]=2[CH3:23])=[CH:14][CH:15]=1)[C:3]([OH:5])=[O:4].